The task is: Predict the reactants needed to synthesize the given product.. This data is from Full USPTO retrosynthesis dataset with 1.9M reactions from patents (1976-2016). (1) Given the product [Cl:2][C:3]1[C:12]([OH:13])=[C:11]([OH:14])[C:10]([Cl:15])=[C:9]2[C:4]=1[CH2:5][CH2:6][N:7]([C:25](=[O:26])/[CH:24]=[CH:23]/[C:22]1[C:17]([CH3:16])=[N:18][C:19]([C:28]([F:29])([F:30])[F:31])=[CH:20][CH:21]=1)[CH2:8]2, predict the reactants needed to synthesize it. The reactants are: Br.[Cl:2][C:3]1[C:12]([OH:13])=[C:11]([OH:14])[C:10]([Cl:15])=[C:9]2[C:4]=1[CH2:5][CH2:6][NH:7][CH2:8]2.[CH3:16][C:17]1[C:22](/[CH:23]=[CH:24]/[C:25](O)=[O:26])=[CH:21][CH:20]=[C:19]([C:28]([F:31])([F:30])[F:29])[N:18]=1.CCN=C=NCCCN(C)C.Cl.C1C=CC2N(O)N=NC=2C=1.C([O-])([O-])=O.[Cs+].[Cs+]. (2) Given the product [CH3:15][O:14][C:11]1[C:12]2[CH2:13][CH:4]3[C:5](=[CH:6][C:7]=2[CH:8]=[CH:9][C:10]=1[O:16][CH3:17])[N:20]([CH3:19])[C:22](=[O:24])[CH2:21]3, predict the reactants needed to synthesize it. The reactants are: C([CH:4]1[CH2:13][C:12]2[C:7](=[CH:8][CH:9]=[C:10]([O:16][CH3:17])[C:11]=2[O:14][CH3:15])[CH2:6][C:5]1=O)C=C.[CH3:19][NH2:20].[CH3:21][C:22]([OH:24])=O.